From a dataset of Full USPTO retrosynthesis dataset with 1.9M reactions from patents (1976-2016). Predict the reactants needed to synthesize the given product. (1) Given the product [Br:1][C:2]1[CH:3]=[CH:4][C:5]([CH2:8][C:9]([OH:11])=[O:10])=[N:6][CH:7]=1, predict the reactants needed to synthesize it. The reactants are: [Br:1][C:2]1[CH:3]=[CH:4][C:5]([CH:8](C(OCC)=O)[C:9]([O:11]CC)=[O:10])=[N:6][CH:7]=1.[OH-].[Na+]. (2) Given the product [Br:14][CH2:9][C:7]1[CH:6]=[CH:5][N:4]=[C:3]([C:2]([F:12])([F:11])[F:1])[CH:8]=1, predict the reactants needed to synthesize it. The reactants are: [F:1][C:2]([F:12])([F:11])[C:3]1[CH:8]=[C:7]([CH2:9]O)[CH:6]=[CH:5][N:4]=1.P(Br)(Br)[Br:14].C(=O)(O)[O-].[Na+]. (3) Given the product [Cl:25][C:22]1[CH:23]=[CH:24][C:19]([C@H:8]2[C@H:9]([OH:15])[C@@H:10]([OH:11])[C@H:5]([OH:4])[C@@H:6]([CH2:39][OH:40])[O:7]2)=[CH:20][C:21]=1[CH2:26][C:27]1[CH:28]=[CH:29][C:30]2[O:35][CH:34]([C:36]#[N:37])[CH2:33][NH:32][C:31]=2[CH:38]=1, predict the reactants needed to synthesize it. The reactants are: C([O:4][C@H:5]1[C@H:10]([O:11]C(=O)C)[C@@H:9]([O:15]C(=O)C)[C@H:8]([C:19]2[CH:24]=[CH:23][C:22]([Cl:25])=[C:21]([CH2:26][C:27]3[CH:28]=[CH:29][C:30]4[O:35][CH:34]([C:36]#[N:37])[CH2:33][NH:32][C:31]=4[CH:38]=3)[CH:20]=2)[O:7][C@@H:6]1[CH2:39][O:40]C(=O)C)(=O)C.[OH-].[Li+]. (4) Given the product [Cl:1][C:2]1[CH:3]=[C:4]2[C:8](=[CH:9][CH:10]=1)[C:7](=[O:11])[N:6]([C:12]1[CH:13]=[N:14][CH:15]=[C:16]([CH2:18][C:26]3[CH:25]=[N:24][N:23]([CH3:22])[CH:27]=3)[CH:17]=1)[C:5]2([CH3:21])[CH3:20], predict the reactants needed to synthesize it. The reactants are: [Cl:1][C:2]1[CH:3]=[C:4]2[C:8](=[CH:9][CH:10]=1)[C:7](=[O:11])[N:6]([C:12]1[CH:13]=[N:14][CH:15]=[C:16]([CH2:18]Cl)[CH:17]=1)[C:5]2([CH3:21])[CH3:20].[CH3:22][N:23]1[CH:27]=[C:26](B2OC(C)(C)C(C)(C)O2)[CH:25]=[N:24]1. (5) Given the product [Cl:8][C:7]1[C:2]([N:16]2[CH2:17][CH2:18][CH:13]([OH:12])[CH2:14][CH2:15]2)=[N:3][CH:4]=[C:5]([N+:9]([O-:11])=[O:10])[CH:6]=1, predict the reactants needed to synthesize it. The reactants are: Cl[C:2]1[C:7]([Cl:8])=[CH:6][C:5]([N+:9]([O-:11])=[O:10])=[CH:4][N:3]=1.[OH:12][CH:13]1[CH2:18][CH2:17][NH:16][CH2:15][CH2:14]1.O. (6) Given the product [OH:20][NH:19][C:3](=[O:2])[CH2:4][CH2:5][CH2:6][CH2:7][CH2:8][S:9]([C:11]1[CH:16]=[CH:15][C:14]([Cl:17])=[CH:13][CH:12]=1)=[O:10], predict the reactants needed to synthesize it. The reactants are: C[O:2][C:3](=O)[CH2:4][CH2:5][CH2:6][CH2:7][CH2:8][S:9]([C:11]1[CH:16]=[CH:15][C:14]([Cl:17])=[CH:13][CH:12]=1)=[O:10].[NH2:19][OH:20].[OH-].[K+].CO. (7) Given the product [CH2:29]([O:31][C:32]([C:34]1[CH:35]=[C:36]([C:40]2[CH:45]=[CH:44][CH:43]=[C:42]([CH2:46][S:47][CH2:48][CH2:49][O:50][C:6]3[CH:7]=[CH:8][CH:9]=[CH:10][CH:11]=3)[CH:41]=2)[CH:37]=[CH:38][CH:39]=1)=[O:33])[CH3:30], predict the reactants needed to synthesize it. The reactants are: C(OC([C:6]1[CH:7]=[C:8]([C:6]2[CH:11]=[CH:10][C:9](CSCCO[C:6]3[CH:11]=[CH:10][CH:9]=[CH:8][CH:7]=3)=[CH:8][CH:7]=2)[CH:9]=[CH:10][CH:11]=1)=O)C.[CH2:29]([O:31][C:32]([C:34]1[CH:35]=[C:36]([C:40]2[CH:45]=[CH:44][CH:43]=[C:42]([CH2:46][S:47][CH2:48][CH2:49][OH:50])[CH:41]=2)[CH:37]=[CH:38][CH:39]=1)=[O:33])[CH3:30].C1(O)C=CC=CC=1.C1(P(C2C=CC=CC=2)C2C=CC=CC=2)C=CC=CC=1. (8) Given the product [CH3:1][C:2]1[N:3]([C:7]2[CH:8]=[CH:9][C:10]([NH:13][C:14]3[N:15]=[C:16]([CH2:24][CH:25]4[CH2:30][CH2:29][O:28][CH2:27][CH2:26]4)[C:17]4[CH2:23][N:22]([CH2:31][CH2:32][OH:33])[CH2:21][CH2:20][C:18]=4[N:19]=3)=[CH:11][CH:12]=2)[CH:4]=[CH:5][N:6]=1, predict the reactants needed to synthesize it. The reactants are: [CH3:1][C:2]1[N:3]([C:7]2[CH:12]=[CH:11][C:10]([NH:13][C:14]3[N:15]=[C:16]([CH2:24][CH:25]4[CH2:30][CH2:29][O:28][CH2:27][CH2:26]4)[C:17]4[CH2:23][NH:22][CH2:21][CH2:20][C:18]=4[N:19]=3)=[CH:9][CH:8]=2)[CH:4]=[CH:5][N:6]=1.[CH:31](=O)[CH2:32][OH:33]. (9) Given the product [Cl:16][C:17]1[CH:22]=[CH:21][C:20]([O:23][CH3:24])=[CH:19][C:18]=1[C:2]1[C:11]2[C:6](=[C:7]([C:12]([F:15])([F:14])[F:13])[CH:8]=[CH:9][CH:10]=2)[N:5]=[CH:4][N:3]=1, predict the reactants needed to synthesize it. The reactants are: Cl[C:2]1[C:11]2[C:6](=[C:7]([C:12]([F:15])([F:14])[F:13])[CH:8]=[CH:9][CH:10]=2)[N:5]=[CH:4][N:3]=1.[Cl:16][C:17]1[CH:22]=[CH:21][C:20]([O:23][CH3:24])=[CH:19][C:18]=1B(O)O.C([O-])([O-])=O.[Na+].[Na+].CCOC(C)=O.